Dataset: Reaction yield outcomes from USPTO patents with 853,638 reactions. Task: Predict the reaction yield, written as a fraction of the theoretical maximum amount of product (1.0 means a 100% yield; for example, 0.34 means a 34% yield). (1) The reactants are CN(C=O)C.C(Cl)(=O)C(Cl)=O.Br[C:13]1[CH:19]=[C:18]([CH3:20])[C:16]([NH2:17])=[C:15]([CH3:21])[CH:14]=1.C([Li])CCC.[CH:27]1([CH:30]=[O:31])[CH2:29][CH2:28]1.O.[OH-].[Li+].C(CN)O.Cl. The catalyst is ClCCl.O.C(O)(C)C. The product is [NH2:17][C:16]1[C:18]([CH3:20])=[CH:19][C:13]([CH:30]([CH:27]2[CH2:29][CH2:28]2)[OH:31])=[CH:14][C:15]=1[CH3:21]. The yield is 0.530. (2) The reactants are [CH3:1][O:2][C:3]1[C:12]([NH:13][C:14](=[O:18])OCC)=[N:11][C:10]2[C:5](=[CH:6][CH:7]=[C:8]([CH3:19])[CH:9]=2)[N:4]=1.[C:20]([C:23]1[CH:28]=[CH:27][C:26]([N:29]2[CH2:34][CH2:33][NH:32][CH2:31][CH2:30]2)=[CH:25][CH:24]=1)(=[O:22])[CH3:21]. No catalyst specified. The product is [CH3:1][O:2][C:3]1[C:12]([NH:13][C:14]([N:32]2[CH2:31][CH2:30][N:29]([C:26]3[CH:25]=[CH:24][C:23]([C:20](=[O:22])[CH3:21])=[CH:28][CH:27]=3)[CH2:34][CH2:33]2)=[O:18])=[N:11][C:10]2[C:5](=[CH:6][CH:7]=[C:8]([CH3:19])[CH:9]=2)[N:4]=1. The yield is 0.870. (3) The reactants are [O:1]1[C:6]2[CH:7]=[CH:8][C:9]([NH2:11])=[CH:10][C:5]=2[O:4][CH2:3][CH2:2]1.[Br:12]N1C(=O)CCC1=O.C(=O)([O-])[O-].[Na+].[Na+]. The catalyst is O1CCCC1.S(=O)(=O)(O)O. The product is [Br:12][C:8]1[C:9]([NH2:11])=[CH:10][C:5]2[O:4][CH2:3][CH2:2][O:1][C:6]=2[CH:7]=1. The yield is 0.920.